This data is from Peptide-MHC class II binding affinity with 134,281 pairs from IEDB. The task is: Regression. Given a peptide amino acid sequence and an MHC pseudo amino acid sequence, predict their binding affinity value. This is MHC class II binding data. (1) The peptide sequence is AKDVIPEGWKADTAY. The MHC is HLA-DQA10102-DQB10502 with pseudo-sequence HLA-DQA10102-DQB10502. The binding affinity (normalized) is 0.205. (2) The peptide sequence is QTKIQYVIRAQLHVG. The MHC is DRB1_1301 with pseudo-sequence DRB1_1301. The binding affinity (normalized) is 0.677. (3) The peptide sequence is FRELVRNCDLPVWLS. The MHC is DRB1_0404 with pseudo-sequence DRB1_0404. The binding affinity (normalized) is 0.750. (4) The peptide sequence is KLCPNNLCCSQWGWC. The MHC is DRB1_0101 with pseudo-sequence DRB1_0101. The binding affinity (normalized) is 0.113.